Dataset: Full USPTO retrosynthesis dataset with 1.9M reactions from patents (1976-2016). Task: Predict the reactants needed to synthesize the given product. Given the product [C:14]([O:13][C:11]([CH:2]1[CH2:7][CH2:6][CH2:5][CH:4]([C:8]([OH:10])=[O:9])[CH2:3]1)=[O:12])([CH3:17])([CH3:16])[CH3:15], predict the reactants needed to synthesize it. The reactants are: N[CH:2]1[CH2:7][CH2:6][CH2:5][CH:4]([C:8]([OH:10])=[O:9])[CH2:3]1.[C:11](O[C:11]([O:13][C:14]([CH3:17])([CH3:16])[CH3:15])=[O:12])([O:13][C:14]([CH3:17])([CH3:16])[CH3:15])=[O:12].C(N(C(C)C)CC)(C)C.C1COCC1.